Dataset: Full USPTO retrosynthesis dataset with 1.9M reactions from patents (1976-2016). Task: Predict the reactants needed to synthesize the given product. (1) Given the product [ClH:19].[ClH:19].[Cl:19][C:17]1[CH:16]=[CH:15][C:14]2[S:20][C:21](=[O:22])[N:12]3[C:13]=2[C:18]=1[CH:9]([CH2:8][N:5]1[CH2:6][CH2:7][CH:2]([NH:1][CH2:33][C:30]2[N:29]=[CH:28][C:27]4[O:26][CH2:25][CH2:24][O:23][C:32]=4[CH:31]=2)[CH2:3][CH2:4]1)[CH2:10][CH2:11]3, predict the reactants needed to synthesize it. The reactants are: [NH2:1][CH:2]1[CH2:7][CH2:6][N:5]([CH2:8][CH:9]2[C:18]3[C:13]4=[C:14]([S:20][C:21](=[O:22])[N:12]4[CH2:11][CH2:10]2)[CH:15]=[CH:16][C:17]=3[Cl:19])[CH2:4][CH2:3]1.[O:23]1[C:32]2[CH:31]=[C:30]([CH:33]=O)[N:29]=[CH:28][C:27]=2[O:26][CH2:25][CH2:24]1. (2) Given the product [CH3:23][C:22]1([CH3:24])[O:17][CH2:16][C:13]2([CH2:12][CH2:11][CH:10]([CH2:9][OH:8])[CH2:15][CH2:14]2)[CH2:18][O:19]1, predict the reactants needed to synthesize it. The reactants are: [Si]([O:8][CH2:9][CH:10]1[CH2:15][CH2:14][C:13]([CH2:18][OH:19])([CH2:16][OH:17])[CH2:12][CH2:11]1)(C(C)(C)C)(C)C.CO[C:22](OC)([CH3:24])[CH3:23].O.C1(C)C=CC(S(O)(=O)=O)=CC=1.C(N(CC)CC)C.